Dataset: Forward reaction prediction with 1.9M reactions from USPTO patents (1976-2016). Task: Predict the product of the given reaction. (1) Given the reactants [CH3:1][N:2]1[C:10]2[C:5](=[N:6][C:7]([CH:18]([NH2:20])[CH3:19])=[C:8]([N:11]3[CH2:17][C:13]4([CH2:16][O:15][CH2:14]4)[CH2:12]3)[CH:9]=2)[CH:4]=[CH:3]1.[NH2:21][C:22]1[N:27]=[C:26]([NH2:28])[C:25]([C:29]#[N:30])=[C:24](Cl)[N:23]=1.CCN(CC)CC, predict the reaction product. The product is: [NH2:21][C:22]1[N:27]=[C:26]([NH2:28])[C:25]([C:29]#[N:30])=[C:24]([NH:20][CH:18]([C:7]2[N:6]=[C:5]3[CH:4]=[CH:3][N:2]([CH3:1])[C:10]3=[CH:9][C:8]=2[N:11]2[CH2:17][C:13]3([CH2:16][O:15][CH2:14]3)[CH2:12]2)[CH3:19])[N:23]=1. (2) Given the reactants [CH2:1]([C:7]1[CH:12]=[CH:11][C:10]([C:13]2[N:17]([CH3:18])[N:16]=[C:15]([C:19](=[N:21][NH:22][C:23]([C:25]3[CH:34]=[CH:33][C:28]([C:29]([O:31]C)=[O:30])=[CH:27][CH:26]=3)=[O:24])[CH3:20])[C:14]=2[OH:35])=[CH:9][CH:8]=1)[CH2:2][CH2:3][CH2:4][CH2:5][CH3:6].CO.[OH-].[Na+].Cl, predict the reaction product. The product is: [CH2:1]([C:7]1[CH:8]=[CH:9][C:10]([C:13]2[N:17]([CH3:18])[N:16]=[C:15]([C:19](=[N:21][NH:22][C:23]([C:25]3[CH:34]=[CH:33][C:28]([C:29]([OH:31])=[O:30])=[CH:27][CH:26]=3)=[O:24])[CH3:20])[C:14]=2[OH:35])=[CH:11][CH:12]=1)[CH2:2][CH2:3][CH2:4][CH2:5][CH3:6]. (3) The product is: [Cl:24][C:15]1[C:16]([O:22][CH3:23])=[CH:17][C:18]([O:20][CH3:21])=[CH:19][C:14]=1[N:12]1[CH2:13][C:8]2[CH:7]=[N:6][C:5]3[NH:27][C:2]([C:36]4[CH:37]=[N:38][N:39]([CH2:41][CH2:42][OH:43])[CH:40]=4)=[CH:3][C:4]=3[C:9]=2[N:10]([CH3:26])[C:11]1=[O:25]. Given the reactants Br[C:2]1[NH:27][C:5]2[N:6]=[CH:7][C:8]3[CH2:13][N:12]([C:14]4[CH:19]=[C:18]([O:20][CH3:21])[CH:17]=[C:16]([O:22][CH3:23])[C:15]=4[Cl:24])[C:11](=[O:25])[N:10]([CH3:26])[C:9]=3[C:4]=2[CH:3]=1.CC1(C)C(C)(C)OB([C:36]2[CH:37]=[N:38][N:39]([CH2:41][CH2:42][OH:43])[CH:40]=2)O1.ClCCl.C(=O)([O-])[O-].[K+].[K+], predict the reaction product. (4) Given the reactants [C:1]([O:5][C:6]([NH:8][CH2:9][C:10]1[CH:18]=[CH:17][C:13]([C:14](O)=[O:15])=[C:12]([F:19])[CH:11]=1)=[O:7])([CH3:4])([CH3:3])[CH3:2].Cl.CN.O[N:24]1[C:28]2C=CC=CC=2N=N1.Cl.CN(C)CCCN=C=NCC, predict the reaction product. The product is: [F:19][C:12]1[CH:11]=[C:10]([CH:18]=[CH:17][C:13]=1[C:14](=[O:15])[NH:24][CH3:28])[CH2:9][NH:8][C:6](=[O:7])[O:5][C:1]([CH3:4])([CH3:3])[CH3:2]. (5) Given the reactants [F:1][C:2]1[CH:3]=[C:4]([CH2:10][OH:11])[CH:5]=[C:6]([F:9])[C:7]=1[F:8].Cl[C:13]1[CH:30]=[C:17]2[N:18](C(OC(C)(C)C)=O)[C@@H:19]([CH3:22])[CH2:20][CH2:21][N:16]2[C:15](=[O:31])[N:14]=1, predict the reaction product. The product is: [CH3:22][C@H:19]1[CH2:20][CH2:21][N:16]2[C:15](=[O:31])[N:14]=[C:13]([O:11][CH2:10][C:4]3[CH:3]=[C:2]([F:1])[C:7]([F:8])=[C:6]([F:9])[CH:5]=3)[CH:30]=[C:17]2[NH:18]1. (6) The product is: [CH3:1][O:2][C:3]([C:5]1([CH2:11][CH:12]=[O:18])[CH2:6][CH2:7][O:8][CH2:9][CH2:10]1)=[O:4]. Given the reactants [CH3:1][O:2][C:3]([C:5]1([CH2:11][CH:12]=C)[CH2:10][CH2:9][O:8][CH2:7][CH2:6]1)=[O:4].CO.CC[O:18]C(C)=O, predict the reaction product.